Dataset: Reaction yield outcomes from USPTO patents with 853,638 reactions. Task: Predict the reaction yield, written as a fraction of the theoretical maximum amount of product (1.0 means a 100% yield; for example, 0.34 means a 34% yield). (1) The reactants are Br[C:2]1[CH:7]=[CH:6][N:5]=[C:4]([NH2:8])[CH:3]=1.O.[CH3:10][N:11](C=O)C. The catalyst is [C-]#N.[C-]#N.[Zn+2].C1C=CC(/C=C/C(/C=C/C2C=CC=CC=2)=O)=CC=1.C1C=CC(/C=C/C(/C=C/C2C=CC=CC=2)=O)=CC=1.C1C=CC(/C=C/C(/C=C/C2C=CC=CC=2)=O)=CC=1.[Pd].[Pd].C1C=CC(P(C2C=CC=CC=2)[C-]2C=CC=C2)=CC=1.C1C=CC(P(C2C=CC=CC=2)[C-]2C=CC=C2)=CC=1.[Fe+2]. The product is [NH2:8][C:4]1[CH:3]=[C:2]([CH:7]=[CH:6][N:5]=1)[C:10]#[N:11]. The yield is 0.800. (2) The reactants are S(O)(O)(=O)=O.[C:6]([S:9][CH3:10])(=[NH:8])[NH2:7].[CH3:10][S:9][C:6](=[NH:8])[NH2:7].CCN(C(C)C)C(C)C.CN([CH:28]=[C:29]1[C:34](=O)[CH2:33][N:32]([C:36]([O:38][C:39]([CH3:42])([CH3:41])[CH3:40])=[O:37])[CH2:31][C:30]1=[O:43])C. The catalyst is CCO. The product is [CH3:10][S:9][C:6]1[N:7]=[CH:28][C:29]2[C:30](=[O:43])[CH2:31][N:32]([C:36]([O:38][C:39]([CH3:42])([CH3:41])[CH3:40])=[O:37])[CH2:33][C:34]=2[N:8]=1. The yield is 0.230. (3) The reactants are [CH2:1]([S:3]([N:6]1[CH2:11][CH2:10][CH:9]([C:12]2[C:20]3[C:15](=[C:16]([C:38]([NH2:40])=[O:39])[CH:17]=[C:18]([C:21]4[CH:25]=[C:24]([CH2:26][N:27]5[CH2:31][CH2:30][CH2:29][CH:28]5C5C=CC=CC=5)[S:23][CH:22]=4)[CH:19]=3)[NH:14][CH:13]=2)[CH2:8][CH2:7]1)(=[O:5])=[O:4])[CH3:2].C1([CH:47]2CC[CH2:49][NH:48]2)C=CC=CC=1. No catalyst specified. The product is [CH3:47][N:48]([CH3:49])[C@H:29]1[CH2:30][CH2:31][N:27]([CH2:26][C:24]2[S:23][CH:22]=[C:21]([C:18]3[CH:19]=[C:20]4[C:15](=[C:16]([C:38]([NH2:40])=[O:39])[CH:17]=3)[NH:14][CH:13]=[C:12]4[CH:9]3[CH2:8][CH2:7][N:6]([S:3]([CH2:1][CH3:2])(=[O:4])=[O:5])[CH2:11][CH2:10]3)[CH:25]=2)[CH2:28]1. The yield is 0.180. (4) The yield is 0.830. The catalyst is CN(C=O)C. The reactants are [CH2:1]([O:3][C:4]1[CH:12]=[C:11]2[C:7]([C:8]([C:13]#[N:14])=[CH:9][NH:10]2)=[CH:6][CH:5]=1)[CH3:2].C([O-])([O-])=O.[Cs+].[Cs+].[CH:21]1(Br)[CH2:24][CH2:23][CH2:22]1. The product is [CH:21]1([N:10]2[C:11]3[C:7](=[CH:6][CH:5]=[C:4]([O:3][CH2:1][CH3:2])[CH:12]=3)[C:8]([C:13]#[N:14])=[CH:9]2)[CH2:24][CH2:23][CH2:22]1.